Dataset: Full USPTO retrosynthesis dataset with 1.9M reactions from patents (1976-2016). Task: Predict the reactants needed to synthesize the given product. (1) Given the product [CH3:1][C:2]1([CH3:48])[C@H:5]([C:6]([N:8]2[CH2:9][CH2:10][O:11][CH2:12][CH2:13]2)=[O:7])[CH2:4][C@@H:3]1[NH:14][C:15]([C@:17]12[CH2:43][CH2:42][C@@H:41]([C:44]3([CH3:47])[CH2:45][CH2:46]3)[CH:18]1[C@@H:19]1[C@@:32]([CH3:35])([CH2:33][CH2:34]2)[C@@:31]2([CH3:36])[C@@H:22]([C@:23]3([CH3:40])[C@@H:28]([CH2:29][CH2:30]2)[C:27]([CH3:37])([CH3:38])[C@@H:26]([O:39][C:55](=[O:57])[CH2:56][C:50]([CH3:58])([CH3:49])[CH2:51][C:52]([OH:54])=[O:53])[CH2:25][CH2:24]3)[CH2:21][CH2:20]1)=[O:16], predict the reactants needed to synthesize it. The reactants are: [CH3:1][C:2]1([CH3:48])[C@H:5]([C:6]([N:8]2[CH2:13][CH2:12][O:11][CH2:10][CH2:9]2)=[O:7])[CH2:4][C@@H:3]1[NH:14][C:15]([C@:17]12[CH2:43][CH2:42][C@@H:41]([C:44]3([CH3:47])[CH2:46][CH2:45]3)[CH:18]1[C@@H:19]1[C@@:32]([CH3:35])([CH2:33][CH2:34]2)[C@@:31]2([CH3:36])[C@@H:22]([C@:23]3([CH3:40])[C@@H:28]([CH2:29][CH2:30]2)[C:27]([CH3:38])([CH3:37])[C@@H:26]([OH:39])[CH2:25][CH2:24]3)[CH2:21][CH2:20]1)=[O:16].[CH3:49][C:50]1([CH3:58])[CH2:56][C:55](=[O:57])[O:54][C:52](=[O:53])[CH2:51]1. (2) Given the product [C:35]([O:34][C:32]([N:26]1[CH2:31][CH2:30][N:29]([C:2]2[CH:3]=[C:4]3[C:13](=[CH:14][CH:15]=2)[O:12][CH2:11][C:10]2[N:5]3[CH:6]([CH3:25])[C:7](=[O:24])[N:8]([CH2:16][O:17][CH2:18][CH2:19][Si:20]([CH3:23])([CH3:22])[CH3:21])[N:9]=2)[CH2:28][CH2:27]1)=[O:33])([CH3:38])([CH3:36])[CH3:37], predict the reactants needed to synthesize it. The reactants are: Br[C:2]1[CH:3]=[C:4]2[C:13](=[CH:14][CH:15]=1)[O:12][CH2:11][C:10]1[N:5]2[CH:6]([CH3:25])[C:7](=[O:24])[N:8]([CH2:16][O:17][CH2:18][CH2:19][Si:20]([CH3:23])([CH3:22])[CH3:21])[N:9]=1.[N:26]1([C:32]([O:34][C:35]([CH3:38])([CH3:37])[CH3:36])=[O:33])[CH2:31][CH2:30][NH:29][CH2:28][CH2:27]1.CC([O-])(C)C.[Na+].C1(P(C2CCCCC2)C2C=CC=CC=2C2C(C(C)C)=CC(C(C)C)=CC=2C(C)C)CCCCC1. (3) The reactants are: C[O:2][C:3]1[CH:4]=[C:5]2[C:8](=[CH:9][CH:10]=1)[CH:7]([C:11]#[N:12])[CH2:6]2.B(Br)(Br)Br. Given the product [OH:2][C:3]1[CH:4]=[C:5]2[C:8](=[CH:9][CH:10]=1)[CH:7]([C:11]#[N:12])[CH2:6]2, predict the reactants needed to synthesize it. (4) Given the product [ClH:1].[NH2:2][CH:3]1[CH2:4][CH2:5][CH2:6][CH2:7][NH:8][C:9]1=[O:11], predict the reactants needed to synthesize it. The reactants are: [ClH:1].[NH2:2][C@H:3]([C:9]([OH:11])=O)[CH2:4][CH2:5][CH2:6][CH2:7][NH2:8].[OH-].[Na+]. (5) Given the product [CH2:7]([CH2:6][CH:5]([SH:4])[CH2:1][CH2:2][SH:3])[CH2:8][CH2:9][C:10]([OH:12])=[O:11], predict the reactants needed to synthesize it. The reactants are: [CH2:1]1[C@@H:5]([CH2:6][CH2:7][CH2:8][CH2:9][C:10]([OH:12])=[O:11])[S:4][S:3][CH2:2]1.[BH4-].[Na+].S(=O)(=O)(O)O. (6) Given the product [F:1][C:2]1[CH:7]=[C:6]([F:8])[CH:5]=[CH:4][C:3]=1[N:9]1[C:13]([C:14]2[S:23][C:22]3[C:21]4[N:24]=[C:25]([C:28]5[CH:33]=[CH:32][C:31]([NH:39][CH2:38][CH2:37][O:36][CH3:35])=[N:30][CH:29]=5)[CH:26]=[CH:27][C:20]=4[O:19][CH2:18][CH2:17][C:16]=3[CH:15]=2)=[N:12][CH:11]=[N:10]1, predict the reactants needed to synthesize it. The reactants are: [F:1][C:2]1[CH:7]=[C:6]([F:8])[CH:5]=[CH:4][C:3]=1[N:9]1[C:13]([C:14]2[S:23][C:22]3[C:21]4[N:24]=[C:25]([C:28]5[CH:29]=[N:30][C:31](F)=[CH:32][CH:33]=5)[CH:26]=[CH:27][C:20]=4[O:19][CH2:18][CH2:17][C:16]=3[CH:15]=2)=[N:12][CH:11]=[N:10]1.[CH3:35][O:36][CH2:37][CH2:38][NH2:39].